Task: Predict the reactants needed to synthesize the given product.. Dataset: Full USPTO retrosynthesis dataset with 1.9M reactions from patents (1976-2016) (1) The reactants are: [C:1]([CH2:3][CH:4]([N:8]1[CH:12]=[C:11]([C:13]2[N:18]3[CH:19]=[CH:20][N:21]=[C:17]3[CH:16]=[C:15]([C:22](O)=[O:23])[N:14]=2)[CH:10]=[N:9]1)[CH:5]1[CH2:7][CH2:6]1)#[N:2].CN(C(ON1N=NC2C=CC=NC1=2)=[N+](C)C)C.F[P-](F)(F)(F)(F)F.CN(C=O)C.[CH3:54][C:55]([NH2:58])([CH3:57])[CH3:56].C(N(C(C)C)CC)(C)C. Given the product [C:55]([NH:58][C:22]([C:15]1[N:14]=[C:13]([C:11]2[CH:10]=[N:9][N:8]([CH:4]([CH:5]3[CH2:6][CH2:7]3)[CH2:3][C:1]#[N:2])[CH:12]=2)[N:18]2[CH:19]=[CH:20][N:21]=[C:17]2[CH:16]=1)=[O:23])([CH3:57])([CH3:56])[CH3:54], predict the reactants needed to synthesize it. (2) Given the product [Cl:1][C:2]1[CH:8]=[C:7]([O:9][C:10]2[C:11]3[N:18]([CH3:19])[CH:17]=[CH:16][C:12]=3[N:13]=[CH:14][N:15]=2)[CH:6]=[CH:5][C:3]=1[NH:4][C:27]([NH:36][C:37]1[CH:38]=[CH:39][C:40]2[CH2:41][CH2:42][CH2:43][C:44]([OH:47])([C:48]([F:49])([F:50])[F:51])[C:45]=2[CH:46]=1)=[O:28], predict the reactants needed to synthesize it. The reactants are: [Cl:1][C:2]1[CH:8]=[C:7]([O:9][C:10]2[C:11]3[N:18]([CH3:19])[CH:17]=[CH:16][C:12]=3[N:13]=[CH:14][N:15]=2)[CH:6]=[CH:5][C:3]=1[NH2:4].N1C=CC=CC=1.Cl[C:27](OC1C=CC=CC=1)=[O:28].[NH2:36][C:37]1[CH:46]=[C:45]2[C:40]([CH2:41][CH2:42][CH2:43][C:44]2([C:48]([F:51])([F:50])[F:49])[OH:47])=[CH:39][CH:38]=1.